From a dataset of Forward reaction prediction with 1.9M reactions from USPTO patents (1976-2016). Predict the product of the given reaction. (1) Given the reactants C([Li])CCC.CC1(C)CCCC(C)(C)N1.[C:16]([O:20][C:21]([NH:23][C:24]1[CH:29]=[N:28][CH:27]=[CH:26][N:25]=1)=[O:22])([CH3:19])([CH3:18])[CH3:17].CN([CH:33]=[O:34])C, predict the reaction product. The product is: [C:16]([O:20][C:21]([NH:23][C:24]1[C:29]([CH:33]=[O:34])=[N:28][CH:27]=[CH:26][N:25]=1)=[O:22])([CH3:19])([CH3:17])[CH3:18]. (2) Given the reactants [CH2:1]([NH:8][CH2:9][CH2:10][OH:11])[C:2]1[CH:7]=[CH:6][CH:5]=[CH:4][CH:3]=1.[CH3:12][C@@H:13]1[CH2:15][O:14]1, predict the reaction product. The product is: [CH2:1]([N:8]([CH2:9][CH2:10][OH:11])[CH2:15][C@H:13]([OH:14])[CH3:12])[C:2]1[CH:7]=[CH:6][CH:5]=[CH:4][CH:3]=1. (3) Given the reactants [Cl:1][C:2]1[CH:3]=[C:4]2[C:9](=[CH:10][C:11]=1[C:12]([OH:14])=O)[N:8]=[CH:7][N:6]=[C:5]2[NH:15][CH:16]([C:18]1[NH:22][C:21]2[CH:23]=[CH:24][C:25]([Cl:27])=[CH:26][C:20]=2[N:19]=1)[CH3:17].FC1C(OC(N(C)C)=[N+](C)C)=C(F)C(F)=C(F)C=1F.F[P-](F)(F)(F)(F)F.[CH:54]([N:57]([CH:60]([CH3:62])[CH3:61])CC)([CH3:56])[CH3:55].CC1C=CC(C)N1, predict the reaction product. The product is: [Cl:1][C:2]1[CH:3]=[C:4]2[C:9](=[CH:10][C:11]=1[C:12]([N:57]1[CH:60]([CH3:61])[CH:62]=[CH:56][CH:54]1[CH3:55])=[O:14])[N:8]=[CH:7][N:6]=[C:5]2[NH:15][CH:16]([C:18]1[NH:22][C:21]2[CH:23]=[CH:24][C:25]([Cl:27])=[CH:26][C:20]=2[N:19]=1)[CH3:17].